This data is from Forward reaction prediction with 1.9M reactions from USPTO patents (1976-2016). The task is: Predict the product of the given reaction. (1) Given the reactants [N+:1]([C:4]1[CH:13]=[C:12]([CH2:14][S:15][C:16]2[N:25]([CH2:26][CH:27]=[CH2:28])[C:24](=[O:29])[C:23]3[C:18](=[CH:19][C:20]([C:30]([OH:32])=O)=[CH:21][CH:22]=3)[N:17]=2)[C:7]2[O:8][CH2:9][O:10][CH2:11][C:6]=2[CH:5]=1)([O-:3])=[O:2].C1N=CN(C(N2C=NC=C2)=O)C=1.[NH2:45][CH2:46][CH2:47][CH2:48][N:49]1[CH2:54][CH2:53][O:52][CH2:51][CH2:50]1.O, predict the reaction product. The product is: [N+:1]([C:4]1[CH:13]=[C:12]([CH2:14][S:15][C:16]2[N:25]([CH2:26][CH:27]=[CH2:28])[C:24](=[O:29])[C:23]3[C:18](=[CH:19][C:20]([C:30]([NH:45][CH2:46][CH2:47][CH2:48][N:49]4[CH2:54][CH2:53][O:52][CH2:51][CH2:50]4)=[O:32])=[CH:21][CH:22]=3)[N:17]=2)[C:7]2[O:8][CH2:9][O:10][CH2:11][C:6]=2[CH:5]=1)([O-:3])=[O:2]. (2) Given the reactants Br[C:2]1[CH:10]=[CH:9][CH:8]=[CH:7][C:3]=1[C:4]([OH:6])=[O:5].[CH3:11]I, predict the reaction product. The product is: [CH3:11][C:2]1[CH:10]=[CH:9][CH:8]=[CH:7][C:3]=1[C:4]([OH:6])=[O:5]. (3) The product is: [CH3:19][O:18][CH2:17][CH2:16][O:1][C:2]1[CH:11]=[CH:10][C:5]([C:6]([O:8][CH3:9])=[O:7])=[CH:4][C:3]=1[N+:12]([O-:14])=[O:13]. Given the reactants [OH:1][C:2]1[CH:11]=[CH:10][C:5]([C:6]([O:8][CH3:9])=[O:7])=[CH:4][C:3]=1[N+:12]([O-:14])=[O:13].Cl[CH2:16][CH2:17][O:18][CH3:19], predict the reaction product. (4) Given the reactants [Cl:1][C:2]1[CH:3]=[C:4]([CH:9]2[CH:15]([CH2:16][OH:17])[O:14][CH2:13][CH2:12][N:11]([C:18]([O:20][C:21]([CH3:24])([CH3:23])[CH3:22])=[O:19])[CH2:10]2)[CH:5]=[CH:6][C:7]=1[Cl:8].[N+](=[CH:27][C:28]([O:30][CH2:31][CH3:32])=[O:29])=[N-], predict the reaction product. The product is: [Cl:1][C:2]1[CH:3]=[C:4]([CH:9]2[CH:15]([CH2:16][O:17][CH2:27][C:28]([O:30][CH2:31][CH3:32])=[O:29])[O:14][CH2:13][CH2:12][N:11]([C:18]([O:20][C:21]([CH3:24])([CH3:23])[CH3:22])=[O:19])[CH2:10]2)[CH:5]=[CH:6][C:7]=1[Cl:8]. (5) The product is: [CH3:2][N:3]1[C:7]([C:8]2[C:13]([F:14])=[CH:12][N:11]=[C:10]([NH:15][C:16]3[CH:17]=[CH:18][C:19]([CH:22]([C:24]4[CH:29]=[CH:28][CH:27]=[CH:26][N:25]=4)[OH:23])=[CH:20][CH:21]=3)[N:9]=2)=[CH:6][N:5]=[C:4]1[CH3:30]. Given the reactants Cl.[CH3:2][N:3]1[C:7]([C:8]2[C:13]([F:14])=[CH:12][N:11]=[C:10]([NH:15][C:16]3[CH:21]=[CH:20][C:19]([C:22]([C:24]4[CH:29]=[CH:28][CH:27]=[CH:26][N:25]=4)=[O:23])=[CH:18][CH:17]=3)[N:9]=2)=[CH:6][N:5]=[C:4]1[CH3:30].[BH4-].[Na+], predict the reaction product. (6) Given the reactants [NH2:1][C:2]1[CH:7]=[CH:6][C:5]([Cl:8])=[CH:4][C:3]=1[C:9]([C:11]1[C:12]([CH3:17])=[N:13][CH:14]=[CH:15][CH:16]=1)=[O:10].[O:18]1[C:22]([C:23]2[CH:28]=[CH:27][C:26]([S:29](Cl)(=[O:31])=[O:30])=[CH:25][CH:24]=2)=[CH:21][N:20]=[CH:19]1, predict the reaction product. The product is: [Cl:8][C:5]1[CH:6]=[CH:7][C:2]([NH:1][S:29]([C:26]2[CH:27]=[CH:28][C:23]([C:22]3[O:18][CH:19]=[N:20][CH:21]=3)=[CH:24][CH:25]=2)(=[O:30])=[O:31])=[C:3]([C:9]([C:11]2[C:12]([CH3:17])=[N:13][CH:14]=[CH:15][CH:16]=2)=[O:10])[CH:4]=1. (7) Given the reactants C([O:4][CH2:5][CH2:6][C:7]1[CH:12]=[CH:11][C:10]([Br:13])=[CH:9][C:8]=1[N+:14]([O-:16])=[O:15])(=O)C.[OH-].[Na+].[Cl-].[NH4+].Cl, predict the reaction product. The product is: [Br:13][C:10]1[CH:11]=[CH:12][C:7]([CH2:6][CH2:5][OH:4])=[C:8]([N+:14]([O-:16])=[O:15])[CH:9]=1. (8) Given the reactants Cl.[NH2:2][CH2:3][CH2:4][O:5][C:6]1[C:7]([O:42][CH3:43])=[C:8]([C@@H:12]2[C:18]3[CH:19]=[C:20]([Cl:23])[CH:21]=[CH:22][C:17]=3[N:16]([CH2:24][C:25]([CH3:28])([CH3:27])[CH3:26])[C:15](=[O:29])[C@@H:14]([CH2:30][C:31]([NH:33][CH2:34][C:35]3[CH:40]=[CH:39][CH:38]=[CH:37][C:36]=3[F:41])=[O:32])[O:13]2)[CH:9]=[CH:10][CH:11]=1.[C:44]1([CH2:50][CH2:51][CH:52]=O)[CH:49]=[CH:48][CH:47]=[CH:46][CH:45]=1, predict the reaction product. The product is: [ClH:23].[Cl:23][C:20]1[CH:21]=[CH:22][C:17]2[N:16]([CH2:24][C:25]([CH3:26])([CH3:28])[CH3:27])[C:15](=[O:29])[C@@H:14]([CH2:30][C:31]([NH:33][CH2:34][C:35]3[CH:40]=[CH:39][CH:38]=[CH:37][C:36]=3[F:41])=[O:32])[O:13][C@H:12]([C:8]3[CH:9]=[CH:10][CH:11]=[C:6]([O:5][CH2:4][CH2:3][NH:2][CH2:52][CH2:51][CH2:50][C:44]4[CH:49]=[CH:48][CH:47]=[CH:46][CH:45]=4)[C:7]=3[O:42][CH3:43])[C:18]=2[CH:19]=1. (9) Given the reactants [CH2:1]([O:8][CH2:9][CH2:10][CH2:11][C@H:12]([C:21]1[C:25]([I:26])=[C:24]([C:27]2[CH:31]=[C:30]([CH:32]([OH:37])[C:33]([CH3:36])([CH3:35])[CH3:34])[O:29][N:28]=2)[O:23][N:22]=1)[CH2:13][C:14]([O:16][C:17]([CH3:20])([CH3:19])[CH3:18])=[O:15])[C:2]1[CH:7]=[CH:6][CH:5]=[CH:4][CH:3]=1.CC(OI1(OC(C)=O)(OC(C)=O)OC(=O)C2C=CC=CC1=2)=O.C(=O)([O-])[O-].[Na+].[Na+].C(=O)([O-])O.[Na+], predict the reaction product. The product is: [CH2:1]([O:8][CH2:9][CH2:10][CH2:11][C@H:12]([C:21]1[C:25]([I:26])=[C:24]([C:27]2[CH:31]=[C:30]([C:32](=[O:37])[C:33]([CH3:36])([CH3:35])[CH3:34])[O:29][N:28]=2)[O:23][N:22]=1)[CH2:13][C:14]([O:16][C:17]([CH3:20])([CH3:19])[CH3:18])=[O:15])[C:2]1[CH:3]=[CH:4][CH:5]=[CH:6][CH:7]=1. (10) The product is: [C:17]([O:19][C:4]12[CH2:3][C:2]([NH2:1])([CH2:5]1)[CH2:6]2)(=[O:18])[CH3:13]. Given the reactants [NH2:1][C:2]12[CH2:6][C:4](C(=O)C)([CH2:5]1)[CH2:3]2.ClC1C=CC=[C:13]([C:17]([O:19]O)=[O:18])C=1, predict the reaction product.